Dataset: Catalyst prediction with 721,799 reactions and 888 catalyst types from USPTO. Task: Predict which catalyst facilitates the given reaction. (1) Reactant: [NH2:1][C:2]1[CH:13]=[CH:12][C:5]2[CH:6]=[C:7]([C:9]([OH:11])=[O:10])[S:8][C:4]=2[CH:3]=1.C[Si](C)(C)N[Si](C)(C)C.[Na].[C:24](O[C:24]([O:25][C:26]([CH3:29])([CH3:28])[CH3:27])=[O:30])(=[O:30])[O:25][C:26]([CH3:29])([CH3:28])[CH3:27]. Product: [C:26]([O:25][C:24]([NH:1][C:2]1[CH:13]=[CH:12][C:5]2[CH:6]=[C:7]([C:9]([OH:11])=[O:10])[S:8][C:4]=2[CH:3]=1)=[O:30])([CH3:29])([CH3:28])[CH3:27]. The catalyst class is: 7. (2) Reactant: N1C=CN=C1.[C@@H:6]1([N:14]2[CH:21]=[CH:20][C:18](=[O:19])[NH:17][C:15]2=[O:16])[O:13][C@H:10]([CH2:11][OH:12])[C@@H:8]([OH:9])[CH2:7]1.[CH:22]([Si:25](Cl)([CH:29]([CH3:31])[CH3:30])[CH:26]([CH3:28])[CH3:27])([CH3:24])[CH3:23].O. Product: [CH:22]([Si:25]([CH:29]([CH3:31])[CH3:30])([CH:26]([CH3:28])[CH3:27])[O:12][CH2:11][C@H:10]1[O:13][C@@H:6]([N:14]2[CH:21]=[CH:20][C:18](=[O:19])[NH:17][C:15]2=[O:16])[CH2:7][C@@H:8]1[OH:9])([CH3:24])[CH3:23]. The catalyst class is: 3. (3) Reactant: [OH:1][C:2]1[CH:3]=[C:4]([CH:8]=[C:9]([OH:12])[C:10]=1[CH3:11])[C:5]([OH:7])=[O:6].[CH3:13]C1C=CC(S(O)(=O)=O)=CC=1. The catalyst class is: 5. Product: [OH:1][C:2]1[CH:3]=[C:4]([CH:8]=[C:9]([OH:12])[C:10]=1[CH3:11])[C:5]([O:7][CH3:13])=[O:6]. (4) Reactant: [Br:1][C:2]1[CH:10]=[C:9]2[C:5]([CH:6]=[C:7]([C:11]([N:13]3[CH2:18][CH2:17][N:16]([S:19]([CH2:22][CH3:23])(=[O:21])=[O:20])[CH2:15][CH2:14]3)=[O:12])[NH:8]2)=[CH:4][C:3]=1[O:24][CH:25]1[CH2:30][CH2:29][N:28]([CH:31]([CH3:33])[CH3:32])[CH2:27][CH2:26]1.[H-].[Na+].CS(O[CH2:41][C:42]([F:45])([F:44])[F:43])(=O)=O.O. Product: [Br:1][C:2]1[CH:10]=[C:9]2[C:5]([CH:6]=[C:7]([C:11]([N:13]3[CH2:14][CH2:15][N:16]([S:19]([CH2:22][CH3:23])(=[O:20])=[O:21])[CH2:17][CH2:18]3)=[O:12])[N:8]2[CH2:41][C:42]([F:45])([F:44])[F:43])=[CH:4][C:3]=1[O:24][CH:25]1[CH2:30][CH2:29][N:28]([CH:31]([CH3:32])[CH3:33])[CH2:27][CH2:26]1. The catalyst class is: 9. (5) The catalyst class is: 8. Reactant: [CH2:1]([O:8][C:9](=[O:30])[NH:10][C:11]1[CH:16]=[CH:15][CH:14]=[C:13]([O:17][C:18]2[CH:23]=[CH:22][C:21]([NH2:24])=[C:20]([CH2:25][NH:26][CH2:27][CH2:28][CH3:29])[CH:19]=2)[CH:12]=1)[C:2]1[CH:7]=[CH:6][CH:5]=[CH:4][CH:3]=1.[N:31]#[C:32]Br. Product: [CH2:1]([O:8][C:9](=[O:30])[NH:10][C:11]1[CH:16]=[CH:15][CH:14]=[C:13]([O:17][C:18]2[CH:19]=[C:20]3[C:21](=[CH:22][CH:23]=2)[N:24]=[C:32]([NH2:31])[N:26]([CH2:27][CH2:28][CH3:29])[CH2:25]3)[CH:12]=1)[C:2]1[CH:7]=[CH:6][CH:5]=[CH:4][CH:3]=1. (6) Reactant: [I:1][C:2]1[N:7]2[N:8]=[C:9]([S:19][CH3:20])[C:10]([NH:11][C:12](=[O:18])[O:13][C:14]([CH3:17])([CH3:16])[CH3:15])=[C:6]2[CH:5]=[CH:4][CH:3]=1.[H-].[Na+].Br[CH2:24][CH:25]1[CH2:27][CH2:26]1.C(OCC)(=O)C. Product: [CH:25]1([CH2:24][N:11]([C:10]2[C:9]([S:19][CH3:20])=[N:8][N:7]3[C:2]([I:1])=[CH:3][CH:4]=[CH:5][C:6]=23)[C:12](=[O:18])[O:13][C:14]([CH3:16])([CH3:17])[CH3:15])[CH2:27][CH2:26]1. The catalyst class is: 9. (7) Reactant: [Br:1][C:2]1[CH:7]=[CH:6][C:5]([OH:8])=[C:4]([C:9]([F:12])([F:11])[F:10])[CH:3]=1.C(=O)([O-])[O-].[K+].[K+].Br[CH2:20][CH2:21][OH:22]. Product: [Br:1][C:2]1[CH:7]=[CH:6][C:5]([O:8][CH2:20][CH2:21][OH:22])=[C:4]([C:9]([F:10])([F:11])[F:12])[CH:3]=1. The catalyst class is: 10.